This data is from Forward reaction prediction with 1.9M reactions from USPTO patents (1976-2016). The task is: Predict the product of the given reaction. (1) Given the reactants [C:1]([C@H:5]1[CH2:10][CH2:9][C@H:8]([O:11][C:12]2[C:13]([C:29]3[CH:34]=[CH:33][C:32](OC(F)(F)F)=[CH:31][CH:30]=3)=[C:14]3[C:19](=[CH:20][CH:21]=2)[CH:18]=[C:17]([C@:22]2([CH3:28])[CH2:26][O:25][C:24](=[O:27])[NH:23]2)[CH:16]=[CH:15]3)[CH2:7][CH2:6]1)([CH3:4])([CH3:3])[CH3:2].[CH3:40][S:41](C1C=CC(B(O)O)=CC=1)(=[O:43])=[O:42], predict the reaction product. The product is: [C:1]([C@H:5]1[CH2:10][CH2:9][C@H:8]([O:11][C:12]2[C:13]([C:29]3[CH:34]=[CH:33][C:32]([S:41]([CH3:40])(=[O:43])=[O:42])=[CH:31][CH:30]=3)=[C:14]3[C:19](=[CH:20][CH:21]=2)[CH:18]=[C:17]([C@:22]2([CH3:28])[CH2:26][O:25][C:24](=[O:27])[NH:23]2)[CH:16]=[CH:15]3)[CH2:7][CH2:6]1)([CH3:4])([CH3:3])[CH3:2]. (2) The product is: [C:21]([C:23]1[CH:24]=[CH:25][C:26]([N:29]2[C:33]([CH3:34])=[C:32]([C:35]([N:18]3[C:15]4[CH:16]=[C:17]5[C:12]([CH:11]=[CH:10][N:9]=[C:8]5[N:5]5[CH2:4][CH2:3][N:2]([CH3:1])[CH2:7][CH2:6]5)=[CH:13][C:14]=4[CH2:20][CH2:19]3)=[O:36])[CH:31]=[N:30]2)=[CH:27][CH:28]=1)#[N:22]. Given the reactants [CH3:1][N:2]1[CH2:7][CH2:6][N:5]([C:8]2[C:17]3[C:12](=[CH:13][C:14]4[CH2:20][CH2:19][NH:18][C:15]=4[CH:16]=3)[CH:11]=[CH:10][N:9]=2)[CH2:4][CH2:3]1.[C:21]([C:23]1[CH:28]=[CH:27][C:26]([N:29]2[C:33]([CH3:34])=[C:32]([C:35](OCC)=[O:36])[CH:31]=[N:30]2)=[CH:25][CH:24]=1)#[N:22], predict the reaction product. (3) Given the reactants [Br:1][C:2]1[CH:3]=[CH:4][C:5]2[C:6]3[N:14]([CH2:15][CH2:16][CH2:17][O:18][N:19]4C(=O)C5C(=CC=CC=5)C4=O)[C:13]([CH2:30][CH2:31][CH3:32])=[N:12][C:7]=3[CH:8]=[N:9][C:10]=2[CH:11]=1.C1C=C(Cl)C=C(C(OO)=O)C=1.[OH-].[NH4+:45].C1(C)C=CC(S(Cl)(=O)=O)=CC=1, predict the reaction product. The product is: [NH2:19][O:18][CH2:17][CH2:16][CH2:15][N:14]1[C:6]2[C:5]3[CH:4]=[CH:3][C:2]([Br:1])=[CH:11][C:10]=3[N:9]=[C:8]([NH2:45])[C:7]=2[N:12]=[C:13]1[CH2:30][CH2:31][CH3:32]. (4) Given the reactants [NH2:1][C:2]1[C:7]([C:8]([F:11])([F:10])[F:9])=[CH:6][C:5]([CH2:12][C@@H:13]([O:34][C:35]([N:37]2[CH2:42][CH2:41][CH:40]([N:43]3[CH2:49][CH2:48][C:47]4[CH:50]=[CH:51][CH:52]=[CH:53][C:46]=4[NH:45][C:44]3=[O:54])[CH2:39][CH2:38]2)=[O:36])[C:14]([N:16]2[CH2:21][CH2:20][N:19]([CH:22]3[CH2:27][CH2:26][N:25]([CH3:28])[CH2:24][CH2:23]3)[CH2:18][C@H:17]2[C:29]([O:31]CC)=[O:30])=[O:15])=[CH:4][C:3]=1[Cl:55].[Li+].[OH-], predict the reaction product. The product is: [NH2:1][C:2]1[C:7]([C:8]([F:9])([F:11])[F:10])=[CH:6][C:5]([CH2:12][C@@H:13]([O:34][C:35]([N:37]2[CH2:38][CH2:39][CH:40]([N:43]3[CH2:49][CH2:48][C:47]4[CH:50]=[CH:51][CH:52]=[CH:53][C:46]=4[NH:45][C:44]3=[O:54])[CH2:41][CH2:42]2)=[O:36])[C:14]([N:16]2[CH2:21][CH2:20][N:19]([CH:22]3[CH2:23][CH2:24][N:25]([CH3:28])[CH2:26][CH2:27]3)[CH2:18][C@H:17]2[C:29]([OH:31])=[O:30])=[O:15])=[CH:4][C:3]=1[Cl:55].